From a dataset of Full USPTO retrosynthesis dataset with 1.9M reactions from patents (1976-2016). Predict the reactants needed to synthesize the given product. (1) Given the product [N:1]1[CH:2]=[CH:3][C:4]([NH:7][C:8](=[O:30])[C:9]([C:11]2[C:19]3[C:14](=[CH:15][CH:16]=[CH:17][CH:18]=3)[N:13]([CH2:20][C:21]3[CH:22]=[CH:23][C:24]([NH2:27])=[CH:25][CH:26]=3)[CH:12]=2)=[O:10])=[CH:5][CH:6]=1, predict the reactants needed to synthesize it. The reactants are: [N:1]1[CH:6]=[CH:5][C:4]([NH:7][C:8](=[O:30])[C:9]([C:11]2[C:19]3[C:14](=[CH:15][CH:16]=[CH:17][CH:18]=3)[N:13]([CH2:20][C:21]3[CH:26]=[CH:25][C:24]([N+:27]([O-])=O)=[CH:23][CH:22]=3)[CH:12]=2)=[O:10])=[CH:3][CH:2]=1.C(O)(C)C.[H][H]. (2) Given the product [C:1]([C:5]1[CH:14]=[C:13]2[C:8]([C:9]([N:16]3[CH2:21][CH2:20][N:19]([C:22]([O:24][CH2:25][CH3:26])=[O:23])[CH2:18][CH2:17]3)=[N:10][C:11]([NH:27][C:28]3[CH:33]=[CH:32][CH:31]=[CH:30][CH:29]=3)=[N:12]2)=[CH:7][CH:6]=1)([CH3:4])([CH3:3])[CH3:2], predict the reactants needed to synthesize it. The reactants are: [C:1]([C:5]1[CH:14]=[C:13]2[C:8]([C:9]([N:16]3[CH2:21][CH2:20][N:19]([C:22]([O:24][CH2:25][CH3:26])=[O:23])[CH2:18][CH2:17]3)=[N:10][C:11](Cl)=[N:12]2)=[CH:7][CH:6]=1)([CH3:4])([CH3:3])[CH3:2].[NH2:27][C:28]1[CH:33]=[CH:32][CH:31]=[CH:30][CH:29]=1.O. (3) Given the product [CH3:1][O:3][C:4](=[O:33])[CH:5]([O:30][CH2:31][CH3:32])[CH2:6][C:7]1[CH:12]=[CH:11][CH:10]=[C:9]([CH2:13][CH2:14][N:15]([C:23]([O:25][C:26]([CH3:28])([CH3:27])[CH3:29])=[O:24])[CH2:16][CH2:17][CH2:18][CH2:19][CH2:20][CH2:21][CH3:22])[CH:8]=1, predict the reactants needed to synthesize it. The reactants are: [CH2:1]([O:3][C:4](=[O:33])[C:5]([O:30][CH2:31][CH3:32])=[CH:6][C:7]1[CH:12]=[CH:11][CH:10]=[C:9]([CH2:13][CH2:14][N:15]([C:23]([O:25][C:26]([CH3:29])([CH3:28])[CH3:27])=[O:24])[CH2:16][CH2:17][CH2:18][CH2:19][CH2:20][CH2:21][CH3:22])[CH:8]=1)C.[Mg].N. (4) Given the product [F:1][C:2]1[CH:25]=[CH:24][C:5]([CH2:6][O:7][C:8]2[CH:13]=[C:12]3[C:11](=[CH:10][CH:9]=2)[C:33](=[O:35])[N:17]([C@H:18]([CH3:22])[C:19]([NH2:21])=[O:20])[C:15](=[O:16])[CH2:14]3)=[CH:4][CH:3]=1, predict the reactants needed to synthesize it. The reactants are: [F:1][C:2]1[CH:25]=[CH:24][C:5]([CH2:6][O:7][C:8]2[CH:9]=[CH:10][C:11](I)=[C:12]([CH2:14][C:15]([NH:17][C@H:18]([CH3:22])[C:19]([NH2:21])=[O:20])=[O:16])[CH:13]=2)=[CH:4][CH:3]=1.C(N(CC)CC)C.[C:33](OCC)(=[O:35])C. (5) Given the product [Cl:1][C:2]1[CH:11]=[C:10]2[C:5]([CH:6]=[CH:7][N:8]([C@@H:13]([CH2:17][CH3:18])[C:14]([NH:41][C@H:26]([C:27](=[O:40])[CH2:28][O:29][C:30]3[C:35]([F:36])=[C:34]([F:37])[CH:33]=[C:32]([F:38])[C:31]=3[F:39])[CH2:25][C:24]([OH:42])=[O:23])=[O:16])[C:9]2=[O:12])=[CH:4][CH:3]=1, predict the reactants needed to synthesize it. The reactants are: [Cl:1][C:2]1[CH:11]=[C:10]2[C:5]([CH:6]=[CH:7][N:8]([C@@H:13]([CH2:17][CH3:18])[C:14]([OH:16])=O)[C:9]2=[O:12])=[CH:4][CH:3]=1.C([O:23][C:24](=[O:42])[CH2:25][C@H:26]([NH2:41])[CH:27]([OH:40])[CH2:28][O:29][C:30]1[C:35]([F:36])=[C:34]([F:37])[CH:33]=[C:32]([F:38])[C:31]=1[F:39])(C)(C)C. (6) Given the product [CH2:22]([O:21][C:19](=[O:20])[CH2:18][N:2]1[CH2:3][CH2:4][C:5]2[C:10](=[CH:9][CH:8]=[CH:7][CH:6]=2)[CH2:1]1)[CH3:23], predict the reactants needed to synthesize it. The reactants are: [CH2:1]1[C:10]2[C:5](=[CH:6][CH:7]=[CH:8][CH:9]=2)[CH2:4][CH2:3][NH:2]1.C(=O)([O-])[O-].[K+].[K+].Br[CH2:18][C:19]([O:21][CH2:22][CH3:23])=[O:20]. (7) Given the product [CH3:16][C:7]1[C:6]2[CH:5]=[C:4]([C:17]#[N:18])[CH:3]=[C:2]([C:23]3[CH:22]=[CH:21][C:20]([F:19])=[C:25]([F:26])[C:24]=3[F:27])[C:10]=2[N:9]2[CH2:11][CH2:12][NH:13][C:14](=[O:15])[C:8]=12, predict the reactants needed to synthesize it. The reactants are: Br[C:2]1[C:10]2[N:9]3[CH2:11][CH2:12][NH:13][C:14](=[O:15])[C:8]3=[C:7]([CH3:16])[C:6]=2[CH:5]=[C:4]([C:17]#[N:18])[CH:3]=1.[F:19][C:20]1[C:25]([F:26])=[C:24]([F:27])[CH:23]=[CH:22][C:21]=1B(O)O. (8) Given the product [NH:1]([C:41]([O:43][C:44]([CH3:45])([CH3:47])[CH3:46])=[O:42])[C@H:2]([C:18]([NH:20][C@H:21]([C:23]([NH:25][C@H:26]([C:37]([O:39][CH3:40])=[O:38])[CH2:27][C:28]1[C:36]2[C:31](=[CH:32][CH:33]=[CH:34][CH:35]=2)[NH:30][CH:29]=1)=[O:24])[CH3:22])=[O:19])[CH2:3][C:4]1[CH:9]=[CH:8][C:7]([OH:10])=[CH:6][CH:5]=1, predict the reactants needed to synthesize it. The reactants are: [NH:1]([C:41]([O:43][C:44]([CH3:47])([CH3:46])[CH3:45])=[O:42])[C@H:2]([C:18]([NH:20][C@H:21]([C:23]([NH:25][C@H:26]([C:37]([O:39][CH3:40])=[O:38])[CH2:27][C:28]1[C:36]2[C:31](=[CH:32][CH:33]=[CH:34][CH:35]=2)[NH:30][CH:29]=1)=[O:24])[CH3:22])=[O:19])[CH2:3][C:4]1[CH:9]=[CH:8][C:7]([O:10]CC2C=CC=CC=2)=[CH:6][CH:5]=1.